From a dataset of Full USPTO retrosynthesis dataset with 1.9M reactions from patents (1976-2016). Predict the reactants needed to synthesize the given product. (1) Given the product [CH3:28][C:9]1([CH3:29])[C:8]2[C:13](=[CH:14][CH:15]=[C:6]([C:4]([OH:5])=[O:3])[CH:7]=2)[NH:12][CH:11]([C:16]2[CH:17]=[N:18][CH:19]=[C:20]([N:22]3[CH2:23][CH2:24][O:25][CH2:26][CH2:27]3)[CH:21]=2)[CH2:10]1, predict the reactants needed to synthesize it. The reactants are: C([O:3][C:4]([C:6]1[CH:7]=[C:8]2[C:13](=[CH:14][CH:15]=1)[NH:12][CH:11]([C:16]1[CH:17]=[N:18][CH:19]=[C:20]([N:22]3[CH2:27][CH2:26][O:25][CH2:24][CH2:23]3)[CH:21]=1)[CH2:10][C:9]2([CH3:29])[CH3:28])=[O:5])C.Cl. (2) Given the product [Cl:1][C:2]1[CH:7]=[CH:6][C:5]([C:8]2[S:9][C:10]3[C:11](=[O:34])[N:12]([C:17]4[CH:22]=[CH:21][C:20]([CH2:23][CH2:24][CH:25]=[O:26])=[C:19]([O:32][CH3:33])[CH:18]=4)[CH:13]=[CH:14][C:15]=3[N:16]=2)=[CH:4][CH:3]=1, predict the reactants needed to synthesize it. The reactants are: [Cl:1][C:2]1[CH:7]=[CH:6][C:5]([C:8]2[S:9][C:10]3[C:11](=[O:34])[N:12]([C:17]4[CH:22]=[CH:21][C:20]([CH2:23][CH2:24][CH:25](OCC)[O:26]CC)=[C:19]([O:32][CH3:33])[CH:18]=4)[CH:13]=[CH:14][C:15]=3[N:16]=2)=[CH:4][CH:3]=1.C(O)(=O)C. (3) Given the product [Cl:1][C:2]1[N:3]=[C:4]([N:14]2[CH2:19][CH2:18][O:17][CH2:16][CH2:15]2)[C:5]2[S:10][C:9]([CH2:11][N:12]([CH:25]3[CH2:26][CH2:27][N:22]([CH2:20][CH3:21])[CH2:23][CH2:24]3)[CH3:13])=[CH:8][C:6]=2[N:7]=1, predict the reactants needed to synthesize it. The reactants are: [Cl:1][C:2]1[N:3]=[C:4]([N:14]2[CH2:19][CH2:18][O:17][CH2:16][CH2:15]2)[C:5]2[S:10][C:9]([CH2:11][NH:12][CH3:13])=[CH:8][C:6]=2[N:7]=1.[CH2:20]([N:22]1[CH2:27][CH2:26][C:25](=O)[CH2:24][CH2:23]1)[CH3:21].